From a dataset of Forward reaction prediction with 1.9M reactions from USPTO patents (1976-2016). Predict the product of the given reaction. (1) Given the reactants [CH3:1][C:2]1[CH:13]=[CH:12][CH:11]=[C:4]2[C:5]([O:7][C:8](=[O:10])[NH:9][C:3]=12)=O.[C:14]1([N:20]2[C:24](C(Cl)=O)=[CH:23][C:22]([C:28]([F:31])([F:30])[F:29])=[N:21]2)[CH:19]=[CH:18][CH:17]=[CH:16][CH:15]=1.[CH:32]([NH2:35])([CH3:34])[CH3:33], predict the reaction product. The product is: [CH3:1][C:2]1[CH:13]=[CH:12][CH:11]=[C:4]([C:5]([NH:35][CH:32]([CH3:34])[CH3:33])=[O:7])[C:3]=1[NH:9][C:8]([C:24]1[N:20]([C:14]2[CH:15]=[CH:16][CH:17]=[CH:18][CH:19]=2)[N:21]=[C:22]([C:28]([F:29])([F:30])[F:31])[CH:23]=1)=[O:10]. (2) The product is: [CH2:3]([N:10]1[C:18]2[CH:17]=[CH:16][CH:15]=[C:14]([N:19]([CH3:28])[C:20]3[CH:25]=[CH:24][N:23]=[C:22]([S:26][CH3:27])[N:21]=3)[C:13]=2[CH:12]=[N:11]1)[C:4]1[CH:9]=[CH:8][CH:7]=[CH:6][CH:5]=1. Given the reactants CI.[CH2:3]([N:10]1[C:18]2[CH:17]=[CH:16][CH:15]=[C:14]([NH:19][C:20]3[CH:25]=[CH:24][N:23]=[C:22]([S:26][CH3:27])[N:21]=3)[C:13]=2[CH:12]=[N:11]1)[C:4]1[CH:9]=[CH:8][CH:7]=[CH:6][CH:5]=1.[C:28](=O)([O-])[O-].[Cs+].[Cs+], predict the reaction product. (3) Given the reactants [C:1]([O:5][C:6](=[O:21])[NH:7][C:8]1[CH:13]=[C:12]([N:14]([CH3:18])[CH2:15][CH2:16][CH3:17])[C:11]([CH3:19])=[CH:10][C:9]=1[NH2:20])([CH3:4])([CH3:3])[CH3:2].C([O:26][C:27](=O)[CH2:28][C:29](=[O:49])[C:30]1[CH:35]=[CH:34][CH:33]=[C:32]([N:36]2[C:40]([CH2:41][O:42][CH:43]3[CH2:48][CH2:47][CH2:46][CH2:45][O:44]3)=[CH:39][N:38]=[N:37]2)[CH:31]=1)(C)(C)C, predict the reaction product. The product is: [C:1]([O:5][C:6](=[O:21])[NH:7][C:8]1[CH:13]=[C:12]([N:14]([CH3:18])[CH2:15][CH2:16][CH3:17])[C:11]([CH3:19])=[CH:10][C:9]=1[NH:20][C:27](=[O:26])[CH2:28][C:29](=[O:49])[C:30]1[CH:35]=[CH:34][CH:33]=[C:32]([N:36]2[C:40]([CH2:41][O:42][CH:43]3[CH2:48][CH2:47][CH2:46][CH2:45][O:44]3)=[CH:39][N:38]=[N:37]2)[CH:31]=1)([CH3:2])([CH3:3])[CH3:4]. (4) Given the reactants CON(C)[C:4](=[O:21])[C:5]1[CH:10]=[CH:9][C:8]([C:11]2[CH:16]=[CH:15][C:14]([C:17]([F:20])([F:19])[F:18])=[CH:13][CH:12]=2)=[N:7][CH:6]=1.[F:23][C:24]([F:31])([F:30])[CH:25]([Mg]Br)[CH2:26]C, predict the reaction product. The product is: [F:23][C:24]([F:31])([F:30])[CH2:25][CH2:26][C:4]([C:5]1[CH:6]=[N:7][C:8]([C:11]2[CH:16]=[CH:15][C:14]([C:17]([F:20])([F:19])[F:18])=[CH:13][CH:12]=2)=[CH:9][CH:10]=1)=[O:21].